This data is from Full USPTO retrosynthesis dataset with 1.9M reactions from patents (1976-2016). The task is: Predict the reactants needed to synthesize the given product. (1) Given the product [Cl:50][C:28]1[CH:29]=[C:30](/[C:33](/[C:40]2[CH:41]=[CH:42][C:43]([CH2:48][CH3:49])=[C:44]([O:46][CH3:47])[N:45]=2)=[CH:34]\[CH:35]2[CH2:36][CH2:37][CH2:38][CH2:39]2)[CH:31]=[CH:32][C:27]=1[OH:26], predict the reactants needed to synthesize it. The reactants are: [F-].C([N+](CCCC)(CCCC)CCCC)CCC.[Si]([O:26][C:27]1[CH:32]=[CH:31][C:30](/[C:33](/[C:40]2[N:45]=[C:44]([O:46][CH3:47])[C:43]([CH2:48][CH3:49])=[CH:42][CH:41]=2)=[CH:34]\[CH:35]2[CH2:39][CH2:38][CH2:37][CH2:36]2)=[CH:29][C:28]=1[Cl:50])(C(C)(C)C)(C)C.O.Cl. (2) The reactants are: [CH2:1]([O:4][C:5]([NH:7][CH2:8][CH2:9][C:10](=O)[CH2:11][C:12]([O-:14])=[O:13])=[O:6])[CH:2]=[CH2:3].[C:16]1([CH:23]=[CH:22][CH:21]=[C:19](O)[CH:18]=1)[OH:17]. Given the product [CH2:1]([O:4][C:5](=[O:6])[NH:7][CH2:8][CH2:9][C:10]1[C:21]2[C:19](=[CH:18][C:16]([OH:17])=[CH:23][CH:22]=2)[O:14][C:12](=[O:13])[CH:11]=1)[CH:2]=[CH2:3], predict the reactants needed to synthesize it.